Task: Regression/Classification. Given a drug SMILES string, predict its absorption, distribution, metabolism, or excretion properties. Task type varies by dataset: regression for continuous measurements (e.g., permeability, clearance, half-life) or binary classification for categorical outcomes (e.g., BBB penetration, CYP inhibition). Dataset: cyp3a4_veith.. Dataset: CYP3A4 inhibition data for predicting drug metabolism from PubChem BioAssay (1) The molecule is Oc1ccc(Cl)cc1Cc1cc(Cl)cc(Cc2cc(Cl)ccc2O)c1O. The result is 0 (non-inhibitor). (2) The result is 1 (inhibitor). The drug is CCc1c2c(nc3ccc(OC)cc13)COC2. (3) The result is 0 (non-inhibitor). The compound is Cc1cccc(NC(=O)c2onc3c2CCCC3)c1C.